Dataset: Reaction yield outcomes from USPTO patents with 853,638 reactions. Task: Predict the reaction yield, written as a fraction of the theoretical maximum amount of product (1.0 means a 100% yield; for example, 0.34 means a 34% yield). (1) The reactants are [CH2:1]([O:3][C:4]([C:6]1[N:7]2[N:13]=[C:12]([C:14]3[CH:19]=[CH:18][CH:17]=[C:16]([NH2:20])[CH:15]=3)[C:11]([C:21]3[CH:26]=[CH:25][N:24]=[CH:23][CH:22]=3)=[C:8]2[S:9][CH:10]=1)=[O:5])[CH3:2].[F:27][C:28]([F:39])([F:38])[C:29]1[CH:34]=[CH:33][C:32]([N:35]=[C:36]=[O:37])=[CH:31][CH:30]=1. The catalyst is C(Cl)Cl. The product is [CH2:1]([O:3][C:4]([C:6]1[N:7]2[N:13]=[C:12]([C:14]3[CH:19]=[CH:18][CH:17]=[C:16]([NH:20][C:36]([NH:35][C:32]4[CH:31]=[CH:30][C:29]([C:28]([F:27])([F:38])[F:39])=[CH:34][CH:33]=4)=[O:37])[CH:15]=3)[C:11]([C:21]3[CH:22]=[CH:23][N:24]=[CH:25][CH:26]=3)=[C:8]2[S:9][CH:10]=1)=[O:5])[CH3:2]. The yield is 0.610. (2) The reactants are Cl[C:2]1[C:7]([C:8]([NH:10][CH2:11][C:12]2[CH:17]=[CH:16][CH:15]=[C:14]([F:18])[CH:13]=2)=[O:9])=[C:6]([CH3:19])[CH:5]=[C:4]([N:20]2[CH2:25][CH2:24][O:23][CH2:22][CH2:21]2)[N:3]=1.[CH:26]([Mg]Cl)([CH3:28])[CH3:27].[NH4+].[Cl-]. The yield is 0.360. The catalyst is C1COCC1.CN1C(=O)CCC1. The product is [F:18][C:14]1[CH:13]=[C:12]([CH2:11][NH:10][C:8]([C:7]2[C:2]([CH:26]([CH3:28])[CH3:27])=[N:3][C:4]([N:20]3[CH2:25][CH2:24][O:23][CH2:22][CH2:21]3)=[CH:5][C:6]=2[CH3:19])=[O:9])[CH:17]=[CH:16][CH:15]=1. (3) The reactants are [OH:1][C:2]1[C:11]2[C:6](=[CH:7][C:8](O)=[CH:9][CH:10]=2)[CH:5]=[CH:4][CH:3]=1.[C:13](=[O:16])([O-])[O-].[K+].[K+].I[CH2:20][CH3:21].[CH3:22]N(C)C=O. No catalyst specified. The product is [CH2:20]([O:1][C:2]1[C:11]2[C:6](=[CH:7][C:8]([O:16][CH2:13][CH3:22])=[CH:9][CH:10]=2)[CH:5]=[CH:4][CH:3]=1)[CH3:21]. The yield is 0.640.